From a dataset of Forward reaction prediction with 1.9M reactions from USPTO patents (1976-2016). Predict the product of the given reaction. (1) Given the reactants [CH3:1][NH:2][C:3](=[O:16])[C:4]1[CH:9]=[C:8]([C:10]#[N:11])[C:7]([CH3:12])=[CH:6][C:5]=1[O:13][CH2:14][CH3:15].[C:17]([O:24]C([O-])=O)([O:19][C:20]([CH3:23])([CH3:22])[CH3:21])=O, predict the reaction product. The product is: [C:10]([C:8]1[C:7]([CH3:12])=[CH:6][C:5]([O:13][CH2:14][CH3:15])=[C:4]([CH:9]=1)[C:3]([N:2]([CH3:1])[C:17](=[O:24])[O:19][C:20]([CH3:21])([CH3:22])[CH3:23])=[O:16])#[N:11]. (2) The product is: [Br:1][C:2]1[CH:7]=[CH:6][CH:5]=[CH:4][C:3]=1[S:8]([N:11]([CH2:33][O:34][CH3:35])[C:12]1[C:13]([C:23]([N:25]2[CH2:26][CH2:27][O:28][CH2:29][CH2:30]2)=[O:24])=[N:14][N:15]([C:17]2[CH:22]=[CH:21][CH:20]=[CH:19][CH:18]=2)[CH:16]=1)(=[O:9])=[O:10]. Given the reactants [Br:1][C:2]1[CH:7]=[CH:6][CH:5]=[CH:4][C:3]=1[S:8]([NH:11][C:12]1[C:13]([C:23]([N:25]2[CH2:30][CH2:29][O:28][CH2:27][CH2:26]2)=[O:24])=[N:14][N:15]([C:17]2[CH:22]=[CH:21][CH:20]=[CH:19][CH:18]=2)[CH:16]=1)(=[O:10])=[O:9].[H-].[Na+].[CH3:33][O:34][CH2:35]Cl, predict the reaction product. (3) The product is: [CH3:21][O:1][CH2:2][C:3]1[C:12]2([CH2:15][CH2:14][CH2:13]2)[O:11][C:10]2[C:5](=[C:6]([CH3:19])[C:7]([OH:18])=[C:8]([CH3:17])[C:9]=2[CH3:16])[CH:4]=1. Given the reactants [OH:1][CH2:2][C:3]1[C:12]2([CH2:15][CH2:14][CH2:13]2)[O:11][C:10]2[C:5](=[C:6]([CH3:19])[C:7]([OH:18])=[C:8]([CH3:17])[C:9]=2[CH3:16])[CH:4]=1.Cl.[CH3:21]O, predict the reaction product.